Dataset: Catalyst prediction with 721,799 reactions and 888 catalyst types from USPTO. Task: Predict which catalyst facilitates the given reaction. (1) Reactant: [CH:1]1([N:6]2[CH2:12][C:11]3([CH2:14][CH2:13]3)[C:10](=[O:15])[N:9]([CH3:16])[C:8]3[CH:17]=[N:18][C:19]([NH:21][C:22]4[CH:30]=[CH:29][C:25]([C:26](O)=[O:27])=[CH:24][C:23]=4[O:31][CH3:32])=[N:20][C:7]2=3)[CH2:5][CH2:4][CH2:3][CH2:2]1.CCN(C(C)C)C(C)C.CN(C(ON1N=NC2C=CC=CC1=2)=[N+](C)C)C.[B-](F)(F)(F)F.[NH2:64][N:65]1[CH2:70][CH2:69][N:68]([CH3:71])[CH2:67][CH2:66]1. Product: [CH:1]1([N:6]2[CH2:12][C:11]3([CH2:13][CH2:14]3)[C:10](=[O:15])[N:9]([CH3:16])[C:8]3[CH:17]=[N:18][C:19]([NH:21][C:22]4[CH:30]=[CH:29][C:25]([C:26]([NH:64][N:65]5[CH2:70][CH2:69][N:68]([CH3:71])[CH2:67][CH2:66]5)=[O:27])=[CH:24][C:23]=4[O:31][CH3:32])=[N:20][C:7]2=3)[CH2:5][CH2:4][CH2:3][CH2:2]1. The catalyst class is: 3. (2) Reactant: [C:1]1(=[O:7])[CH2:6][CH2:5][CH2:4][CH2:3][CH2:2]1.[CH3:8][C:9]([CH2:11][CH2:12]O)=[CH2:10]. Product: [CH3:8][C:9]1[CH2:10][C:1]2([CH2:6][CH2:5][CH2:4][CH2:3][CH2:2]2)[O:7][CH2:12][CH:11]=1. The catalyst class is: 11. (3) Reactant: [OH:1][C:2]([CH3:25])([CH3:24])[CH2:3][CH2:4][N:5]([CH2:13][C:14]1[CH:19]=[CH:18][CH:17]=[CH:16][C:15]=1[C:20]([F:23])([F:22])[F:21])C(=O)OC(C)(C)C.Cl.O1CCOCC1.C([O-])(O)=O.[Na+]. Product: [CH3:25][C:2]([OH:1])([CH2:3][CH2:4][NH:5][CH2:13][C:14]1[CH:19]=[CH:18][CH:17]=[CH:16][C:15]=1[C:20]([F:23])([F:21])[F:22])[CH3:24]. The catalyst class is: 2. (4) Reactant: [NH2:1]C1C=CN=CC=1.C(N(CC)CC)C.[C:15](Cl)(=[O:22])[C:16]1[CH:21]=[CH:20][CH:19]=[CH:18][CH:17]=1. Product: [C:15]([NH2:1])(=[O:22])[C:16]1[CH:21]=[CH:20][CH:19]=[CH:18][CH:17]=1. The catalyst class is: 2. (5) Reactant: [H-].[Na+].CN(C)C=O.[NH:8]1[CH:12]=[CH:11][CH:10]=[N:9]1.[CH:13]([C:17]1[C:18]([Cl:34])=[N:19][C:20](S(C)(=O)=O)=[N:21][C:22]=1[N:23]1[CH2:28][CH2:27][CH:26]([CH3:29])[CH2:25][CH2:24]1)([CH2:15][CH3:16])[CH3:14]. Product: [CH:13]([C:17]1[C:18]([Cl:34])=[N:19][C:20]([N:8]2[CH:12]=[CH:11][CH:10]=[N:9]2)=[N:21][C:22]=1[N:23]1[CH2:28][CH2:27][CH:26]([CH3:29])[CH2:25][CH2:24]1)([CH2:15][CH3:16])[CH3:14]. The catalyst class is: 6.